This data is from Catalyst prediction with 721,799 reactions and 888 catalyst types from USPTO. The task is: Predict which catalyst facilitates the given reaction. (1) Reactant: [C:1]([O:9][C@@H:10]1[CH2:43][N:13]2[C:14](=[O:42])[C@@H:15]([NH:34][C:35]([O:37][C:38]([CH3:41])([CH3:40])[CH3:39])=[O:36])[CH2:16][CH2:17][CH2:18][CH2:19][CH2:20][CH:21]=[CH:22][C@@H:23]3[CH2:28][C@@:24]3([C:29]([O:31][CH2:32][CH3:33])=[O:30])[NH:25][C:26](=[O:27])[C@@H:12]2[CH2:11]1)(=[O:8])[C:2]1[CH:7]=[CH:6][CH:5]=[CH:4][CH:3]=1.B1([O-])O[O:45]1.O.O.O.O.[Na+]. Product: [C:1]([O:9][C@@H:10]1[CH2:43][N:13]2[C:14](=[O:42])[C@@H:15]([NH:34][C:35]([O:37][C:38]([CH3:39])([CH3:41])[CH3:40])=[O:36])[CH2:16][CH2:17][CH2:18][CH2:19][CH2:20][C@H:21]([OH:45])[CH2:22][C@@H:23]3[CH2:28][C@@:24]3([C:29]([O:31][CH2:32][CH3:33])=[O:30])[NH:25][C:26](=[O:27])[C@@H:12]2[CH2:11]1)(=[O:8])[C:2]1[CH:7]=[CH:6][CH:5]=[CH:4][CH:3]=1. The catalyst class is: 54. (2) Reactant: C1(N=C=O)C=CC(N=C=O)=CC=1.C(N(CC)CC)C.COC1C=C[C:25]([C:28]#[C:29][C:30]([F:33])([F:32])[F:31])=CC=1.COC(=O)CCC[N+:40]([O-])=[O:41]. Product: [F:31][C:30]([C:29]1[CH:28]=[CH:25][O:41][N:40]=1)([F:33])[F:32]. The catalyst class is: 11. (3) Product: [C:17]1([Si:16]([N-:15][Si:12]([CH3:14])([CH3:13])[C:6]2[CH:11]=[CH:10][CH:9]=[CH:8][CH:7]=2)([CH3:24])[CH3:23])[CH:18]=[CH:19][CH:20]=[CH:21][CH:22]=1.[Li+:5]. Reactant: C([Li:5])CCC.[C:6]1([Si:12]([NH:15][Si:16]([CH3:24])([CH3:23])[C:17]2[CH:22]=[CH:21][CH:20]=[CH:19][CH:18]=2)([CH3:14])[CH3:13])[CH:11]=[CH:10][CH:9]=[CH:8][CH:7]=1. The catalyst class is: 81. (4) Reactant: [CH3:1][CH2:2][CH2:3][CH2:4][CH2:5][N:6]([CH2:8][CH2:9][C:10]([P:16]([OH:19])([OH:18])=[O:17])([P:12]([OH:15])([OH:14])=[O:13])[OH:11])[CH3:7].O.O.C([O-])(=O)CC(CC([O-])=O)(C([O-])=O)O.[Na+:35].[Na+].[Na+]. Product: [CH3:1][CH2:2][CH2:3][CH2:4][CH2:5][N:6]([CH2:8][CH2:9][C:10]([P:16]([O-:19])([OH:18])=[O:17])([P:12]([OH:15])([OH:14])=[O:13])[OH:11])[CH3:7].[Na+:35]. The catalyst class is: 51. (5) Reactant: [C:1]([NH:8][C@@H:9]([C:12]([OH:14])=[O:13])[CH2:10][OH:11])([O:3][C:4]([CH3:7])([CH3:6])[CH3:5])=[O:2].CC(C)([O-])C.[K+].[F:21][C:22]1[CH:29]=[C:28]([F:30])[CH:27]=[CH:26][C:23]=1[CH2:24]Br. Product: [C:4]([O:3][C:1]([NH:8][CH:9]([CH2:10][O:11][CH2:24][C:23]1[CH:26]=[CH:27][C:28]([F:30])=[CH:29][C:22]=1[F:21])[C:12]([OH:14])=[O:13])=[O:2])([CH3:7])([CH3:6])[CH3:5]. The catalyst class is: 118.